From a dataset of Forward reaction prediction with 1.9M reactions from USPTO patents (1976-2016). Predict the product of the given reaction. (1) Given the reactants [CH:1]1([CH2:4][C:5]2[C:10]3[S:11][C:12]([CH2:16][C:17]4[CH:22]=[CH:21][CH:20]=[C:19]([C:23]([F:26])([F:25])[F:24])[CH:18]=4)=[C:13]([O:14]C)[C:9]=3[C:8](=[O:27])[N:7]([CH3:28])[N:6]=2)[CH2:3][CH2:2]1.B(Br)(Br)Br.O, predict the reaction product. The product is: [CH:1]1([CH2:4][C:5]2[C:10]3[S:11][C:12]([CH2:16][C:17]4[CH:22]=[CH:21][CH:20]=[C:19]([C:23]([F:26])([F:25])[F:24])[CH:18]=4)=[C:13]([OH:14])[C:9]=3[C:8](=[O:27])[N:7]([CH3:28])[N:6]=2)[CH2:2][CH2:3]1. (2) Given the reactants C([C:4]1[C:5]([S:10][CH2:11][CH2:12][C:13]([OH:15])=O)=[N:6][CH:7]=[CH:8][CH:9]=1)(O)=O.C([O-])(=O)C.[Na+].C(OC(=O)C)(=O)C, predict the reaction product. The product is: [S:10]1[C:5]2=[N:6][CH:7]=[CH:8][CH:9]=[C:4]2[C:13](=[O:15])[CH2:12][CH2:11]1. (3) Given the reactants [CH3:1][C:2]1[CH:7]=[CH:6][C:5]([C:8]2[O:9][C:10]([CH3:13])=[N:11][N:12]=2)=[CH:4][C:3]=1[C:14]1[CH:19]=[CH:18][C:17]([C:20](O)=[O:21])=[CH:16][CH:15]=1.[CH3:23][C:24]1[CH:25]=[C:26]([CH:29]=[CH:30][CH:31]=1)[CH2:27][NH2:28], predict the reaction product. The product is: [CH3:1][C:2]1[CH:7]=[CH:6][C:5]([C:8]2[O:9][C:10]([CH3:13])=[N:11][N:12]=2)=[CH:4][C:3]=1[C:14]1[CH:19]=[CH:18][C:17]([C:20]([NH:28][CH2:27][C:26]2[CH:29]=[CH:30][CH:31]=[C:24]([CH3:23])[CH:25]=2)=[O:21])=[CH:16][CH:15]=1.